This data is from Forward reaction prediction with 1.9M reactions from USPTO patents (1976-2016). The task is: Predict the product of the given reaction. (1) Given the reactants C(OC(=O)C)C.Cl.[CH3:8][O:9][C:10]([C:12]1[N:13]([CH2:34][C:35]2[CH:40]=[CH:39][C:38]([C:41]([O:43]C(C)(C)C)=[O:42])=[CH:37][CH:36]=2)[C:14](=[O:33])[C:15]2[C:20]([C:21]=1[C:22]1[CH:27]=[CH:26][CH:25]=[CH:24][CH:23]=1)=[CH:19][C:18]([C:28](=[O:32])[N:29]([CH3:31])[CH3:30])=[CH:17][CH:16]=2)=[O:11], predict the reaction product. The product is: [CH3:8][O:9][C:10]([C:12]1[N:13]([CH2:34][C:35]2[CH:36]=[CH:37][C:38]([C:41]([OH:43])=[O:42])=[CH:39][CH:40]=2)[C:14](=[O:33])[C:15]2[C:20]([C:21]=1[C:22]1[CH:23]=[CH:24][CH:25]=[CH:26][CH:27]=1)=[CH:19][C:18]([C:28](=[O:32])[N:29]([CH3:30])[CH3:31])=[CH:17][CH:16]=2)=[O:11]. (2) Given the reactants [Cl:1][C:2]1[C:7]([O:8][CH2:9][O:10][CH3:11])=[CH:6][CH:5]=[C:4](I)[N:3]=1.[Li]CCCC.[C:18](=[O:20])=[O:19].[OH-].[Na+], predict the reaction product. The product is: [Cl:1][C:2]1[N:3]=[C:4]([C:18]([OH:20])=[O:19])[CH:5]=[CH:6][C:7]=1[O:8][CH2:9][O:10][CH3:11]. (3) Given the reactants C(N(CC)C(C)C)(C)C.[O:10]=[C:11]1[N:16]([CH:17]([CH2:21][CH2:22][CH3:23])[CH2:18][CH2:19][CH3:20])[CH2:15][CH2:14][N:13]2[C:24]([C:27]([OH:29])=O)=[CH:25][CH:26]=[C:12]12.Cl.[NH2:31][C@@H:32]([CH2:48][C:49]1[CH:54]=[CH:53][CH:52]=[CH:51][CH:50]=1)[C@H:33]([OH:47])[CH2:34][NH:35][CH2:36][C:37]1[CH:42]=[CH:41][CH:40]=[C:39]([C:43]([F:46])([F:45])[F:44])[CH:38]=1.Cl.CN(C)CCCN=C=NCC, predict the reaction product. The product is: [CH2:48]([C@H:32]([NH:31][C:27]([C:24]1[N:13]2[CH2:14][CH2:15][N:16]([CH:17]([CH2:18][CH2:19][CH3:20])[CH2:21][CH2:22][CH3:23])[C:11](=[O:10])[C:12]2=[CH:26][CH:25]=1)=[O:29])[C@H:33]([OH:47])[CH2:34][NH:35][CH2:36][C:37]1[CH:42]=[CH:41][CH:40]=[C:39]([C:43]([F:44])([F:45])[F:46])[CH:38]=1)[C:49]1[CH:54]=[CH:53][CH:52]=[CH:51][CH:50]=1. (4) Given the reactants [CH:1]1([C:6]([O:8][CH3:9])=[O:7])[CH2:5][CH2:4][CH2:3][CH2:2]1.[Li+].C[Si]([N-][Si](C)(C)C)(C)C.Br[CH2:21][CH2:22][CH2:23][CH2:24][CH:25]([CH3:27])[CH3:26].O, predict the reaction product. The product is: [CH3:26][CH:25]([CH3:27])[CH2:24][CH2:23][CH2:22][CH2:21][C:1]1([C:6]([O:8][CH3:9])=[O:7])[CH2:5][CH2:4][CH2:3][CH2:2]1.